This data is from Forward reaction prediction with 1.9M reactions from USPTO patents (1976-2016). The task is: Predict the product of the given reaction. The product is: [F:1][C:2]1[C:3]([F:12])=[CH:4][C:5]2[S:9][C:8]([S:10][CH3:13])=[N:7][C:6]=2[CH:11]=1. Given the reactants [F:1][C:2]1[C:3]([F:12])=[CH:4][C:5]2[S:9][C:8]([SH:10])=[N:7][C:6]=2[CH:11]=1.[C:13](=O)([O-])[O-].[K+].[K+].IC, predict the reaction product.